Predict the reaction yield, written as a fraction of the theoretical maximum amount of product (1.0 means a 100% yield; for example, 0.34 means a 34% yield). From a dataset of Reaction yield outcomes from USPTO patents with 853,638 reactions. (1) The reactants are C([S:4][CH:5]1[CH2:9][CH2:8][N:7]([C:10]([O:12][C:13]([CH3:16])([CH3:15])[CH3:14])=[O:11])[CH2:6]1)(=O)C.C[S-].[Na+].Cl. The catalyst is CO. The product is [SH:4][CH:5]1[CH2:9][CH2:8][N:7]([C:10]([O:12][C:13]([CH3:16])([CH3:15])[CH3:14])=[O:11])[CH2:6]1. The yield is 0.984. (2) The reactants are [O:1]=[C:2]1[C:10]2([C:22]3[C:13](=[CH:14][C:15]4[O:20][CH2:19][CH2:18][O:17][C:16]=4[CH:21]=3)[O:12][CH2:11]2)[C:9]2[C:4](=[CH:5][CH:6]=[CH:7][CH:8]=2)[N:3]1[CH2:23][C:24]([O:26]CC)=O.O.[NH2:30][NH2:31]. The catalyst is C(O)C. The product is [O:1]=[C:2]1[C:10]2([C:22]3[C:13](=[CH:14][C:15]4[O:20][CH2:19][CH2:18][O:17][C:16]=4[CH:21]=3)[O:12][CH2:11]2)[C:9]2[C:4](=[CH:5][CH:6]=[CH:7][CH:8]=2)[N:3]1[CH2:23][C:24]([NH:30][NH2:31])=[O:26]. The yield is 0.840. (3) The reactants are [F:1][C:2]([F:7])([F:6])[C:3]([NH2:5])=[O:4].[O-2].[Mg+2].C(O)(=O)C.C(O)(=O)C.IC1C=CC=CC=1.[CH3:25][C:26]1([CH3:66])[N:30]([CH2:31][CH2:32][CH2:33][CH2:34][CH2:35][CH2:36][CH2:37][CH2:38][CH2:39][S:40][CH2:41][CH2:42][CH2:43][C:44]([F:50])([F:49])[C:45]([F:48])([F:47])[F:46])[C:29](=[O:51])[N:28]([C:52]2[CH:57]=[CH:56][C:55]([N+:58]([O-:60])=[O:59])=[C:54]([C:61]([F:64])([F:63])[F:62])[CH:53]=2)[C:27]1=[O:65]. The catalyst is C(Cl)Cl.C([O-])(=O)C.[Rh+3].C([O-])(=O)C.C([O-])(=O)C. The product is [CH3:25][C:26]1([CH3:66])[N:30]([CH2:31][CH2:32][CH2:33][CH2:34][CH2:35][CH2:36][CH2:37][CH2:38][CH2:39][S:40]([CH2:41][CH2:42][CH2:43][C:44]([F:49])([F:50])[C:45]([F:48])([F:47])[F:46])=[N:5][C:3](=[O:4])[C:2]([F:7])([F:6])[F:1])[C:29](=[O:51])[N:28]([C:52]2[CH:57]=[CH:56][C:55]([N+:58]([O-:60])=[O:59])=[C:54]([C:61]([F:63])([F:64])[F:62])[CH:53]=2)[C:27]1=[O:65]. The yield is 0.340. (4) The reactants are [C:1]([C:4]1[N:5]=[C:6]2[C:12]3[CH:13]=[C:14]([C:18]#[C:19][C:20]([OH:23])([CH3:22])[CH3:21])[C:15]([F:17])=[CH:16][C:11]=3[O:10][CH2:9][CH2:8][N:7]2[C:24]=1[C:25]([O:27]C)=[O:26])(=[O:3])[NH2:2].[Li+].[OH-]. The catalyst is O.C1COCC1. The product is [C:1]([C:4]1[N:5]=[C:6]2[C:12]3[CH:13]=[C:14]([C:18]#[C:19][C:20]([OH:23])([CH3:21])[CH3:22])[C:15]([F:17])=[CH:16][C:11]=3[O:10][CH2:9][CH2:8][N:7]2[C:24]=1[C:25]([OH:27])=[O:26])(=[O:3])[NH2:2]. The yield is 1.00.